From a dataset of Reaction yield outcomes from USPTO patents with 853,638 reactions. Predict the reaction yield, written as a fraction of the theoretical maximum amount of product (1.0 means a 100% yield; for example, 0.34 means a 34% yield). (1) The reactants are Cl[CH2:2][C:3]1[CH:13]=[CH:12][C:6]2[O:7][C:8]([F:11])([F:10])[O:9][C:5]=2[CH:4]=1.[C-:14]#[N:15].[Na+].O.CC(OC)(C)C. The catalyst is CS(C)=O. The product is [F:10][C:8]1([F:11])[O:7][C:6]2[CH:12]=[CH:13][C:3]([CH2:2][C:14]#[N:15])=[CH:4][C:5]=2[O:9]1. The yield is 0.950. (2) The yield is 0.640. The reactants are [F:1][C:2]1[CH:3]=[C:4]([CH:7]=[CH:8][C:9]=1[OH:10])[CH:5]=[O:6].[Br:11]Br.O. The catalyst is C(O)(=O)C.ClCCl. The product is [Br:11][C:8]1[CH:7]=[C:4]([CH:3]=[C:2]([F:1])[C:9]=1[OH:10])[CH:5]=[O:6]. (3) The reactants are [N:1]1([C:6]2[CH:11]=[CH:10][C:9]([CH2:12][O:13][NH2:14])=[CH:8][N:7]=2)[CH:5]=[CH:4][CH:3]=[N:2]1.[N+:15]([O-:18])([OH:17])=[O:16]. The catalyst is C(O)C. The product is [N+:15]([O-:18])([OH:17])=[O:16].[N:1]1([C:6]2[CH:11]=[CH:10][C:9]([CH2:12][O:13][NH2:14])=[CH:8][N:7]=2)[CH:5]=[CH:4][CH:3]=[N:2]1. The yield is 0.376. (4) The reactants are [C:1]([N:4]1[CH2:8][CH2:7][C:6]2([C:16]3[C:11](=[CH:12][CH:13]=[C:14]([CH:17]=[O:18])[CH:15]=3)[N:10]([C:19]([NH:21][C:22]3[S:23][C:24]([Cl:27])=[CH:25][N:26]=3)=[O:20])[CH2:9]2)[CH2:5]1)(=[O:3])[CH3:2].[CH3:28][Mg]Br. The catalyst is O1CCCC1.[Cl-].[NH4+]. The product is [C:1]([N:4]1[CH2:8][CH2:7][C:6]2([C:16]3[C:11](=[CH:12][CH:13]=[C:14]([CH:17]([OH:18])[CH3:28])[CH:15]=3)[N:10]([C:19]([NH:21][C:22]3[S:23][C:24]([Cl:27])=[CH:25][N:26]=3)=[O:20])[CH2:9]2)[CH2:5]1)(=[O:3])[CH3:2]. The yield is 0.910.